The task is: Predict the reaction yield, written as a fraction of the theoretical maximum amount of product (1.0 means a 100% yield; for example, 0.34 means a 34% yield).. This data is from Reaction yield outcomes from USPTO patents with 853,638 reactions. (1) The reactants are [CH2:1]([C:3]1[C:7]([C:8]([O:10][CH3:11])=[O:9])=[CH:6][NH:5][N:4]=1)[CH3:2].[CH3:12][O:13][C:14]1[CH:15]=[C:16](B(O)O)[CH:17]=[CH:18][CH:19]=1.N1C=CC=CC=1. The catalyst is CN(C)C(=O)C.C([O-])(=O)C.[Cu+2].C([O-])(=O)C. The product is [CH2:1]([C:3]1[C:7]([C:8]([O:10][CH3:11])=[O:9])=[CH:6][N:5]([C:18]2[CH:17]=[CH:16][CH:15]=[C:14]([O:13][CH3:12])[CH:19]=2)[N:4]=1)[CH3:2]. The yield is 0.540. (2) The reactants are [C:1]([NH:12][C:13]1[CH:18]=[CH:17][C:16]([S:19](Cl)(=[O:21])=[O:20])=[CH:15][CH:14]=1)(=[O:11])[CH2:2][CH2:3][CH2:4][CH2:5][CH2:6][CH2:7][CH2:8][CH2:9][CH3:10].[NH2:23][C:24]1[S:28][C:27]([C:29]([O:31][CH2:32][CH3:33])=[O:30])=[N:26][N:25]=1.Cl. The catalyst is N1C=CC=CC=1. The product is [C:1]([NH:12][C:13]1[CH:18]=[CH:17][C:16]([S:19]([NH:23][C:24]2[S:28][C:27]([C:29]([O:31][CH2:32][CH3:33])=[O:30])=[N:26][N:25]=2)(=[O:21])=[O:20])=[CH:15][CH:14]=1)(=[O:11])[CH2:2][CH2:3][CH2:4][CH2:5][CH2:6][CH2:7][CH2:8][CH2:9][CH3:10]. The yield is 0.650. (3) The reactants are [SH:1][C:2]1[N:7]=[N:6][C:5]([C:8](=[S:10])[NH2:9])=[CH:4][CH:3]=1.[H-].[Na+].Cl[CH2:14][CH2:15][CH2:16][CH2:17][O:18][C:19]1[CH:24]=[CH:23][CH:22]=[C:21]([C:25]([F:28])([F:27])[F:26])[CH:20]=1. The catalyst is CN(C=O)C. The product is [F:26][C:25]([F:27])([F:28])[C:21]1[CH:20]=[C:19]([CH:24]=[CH:23][CH:22]=1)[O:18][CH2:17][CH2:16][CH2:15][CH2:14][S:1][C:2]1[N:7]=[N:6][C:5]([C:8](=[S:10])[NH2:9])=[CH:4][CH:3]=1. The yield is 0.470. (4) The reactants are [O:1]=[C:2]1[CH:7]([N:8]2[C:16](=[O:17])[C:15]3[C:10](=[CH:11][CH:12]=[CH:13][C:14]=3[O:18][CH2:19][C:20](=[O:43])[NH:21][CH2:22][CH2:23][CH2:24][O:25][CH2:26][CH2:27][O:28][CH2:29][CH2:30][O:31][CH2:32][CH2:33][CH2:34][NH:35]C(=O)OC(C)(C)C)[C:9]2=[O:44])[CH2:6][CH2:5][C:4](=[O:45])[NH:3]1.[C:46]([OH:52])([C:48]([F:51])([F:50])[F:49])=[O:47]. The catalyst is CO. The product is [F:49][C:48]([F:51])([F:50])[C:46]([OH:52])=[O:47].[NH2:35][CH2:34][CH2:33][CH2:32][O:31][CH2:30][CH2:29][O:28][CH2:27][CH2:26][O:25][CH2:24][CH2:23][CH2:22][NH:21][C:20](=[O:43])[CH2:19][O:18][C:14]1[CH:13]=[CH:12][CH:11]=[C:10]2[C:15]=1[C:16](=[O:17])[N:8]([CH:7]1[CH2:6][CH2:5][C:4](=[O:45])[NH:3][C:2]1=[O:1])[C:9]2=[O:44]. The yield is 0.710. (5) The reactants are [NH2:1][C:2]1[CH:7]=[CH:6][C:5]([CH3:8])=[CH:4][N:3]=1.[Al](Cl)(C)C.[CH3:13][C:14]1[O:15][C:16]2[CH:22]=[C:21]([C:23](OCC)=[O:24])[CH:20]=[C:19]([O:28][C:29]3[CH:34]=[CH:33][C:32]([S:35]([CH3:38])(=[O:37])=[O:36])=[CH:31][CH:30]=3)[C:17]=2[CH:18]=1. The catalyst is ClCCCl. The product is [CH3:13][C:14]1[O:15][C:16]2[CH:22]=[C:21]([C:23]([NH:1][C:2]3[CH:7]=[CH:6][C:5]([CH3:8])=[CH:4][N:3]=3)=[O:24])[CH:20]=[C:19]([O:28][C:29]3[CH:30]=[CH:31][C:32]([S:35]([CH3:38])(=[O:37])=[O:36])=[CH:33][CH:34]=3)[C:17]=2[CH:18]=1. The yield is 0.860. (6) The reactants are [C:1]([O:5][C:6]([NH:8][C:9]([C:17]([O:19][CH2:20][CH3:21])=[O:18])([CH2:13][CH2:14][CH:15]=[CH2:16])[C:10](O)=[O:11])=[O:7])([CH3:4])([CH3:3])[CH3:2].C(N(CC)CC)C.ClC(OCC)=O.[BH4-].[Na+]. The catalyst is C1COCC1.O. The product is [C:1]([O:5][C:6]([NH:8][C:9]([CH2:10][OH:11])([CH2:13][CH2:14][CH:15]=[CH2:16])[C:17]([O:19][CH2:20][CH3:21])=[O:18])=[O:7])([CH3:2])([CH3:4])[CH3:3]. The yield is 0.780. (7) The reactants are [C:1]([O:8][CH2:9][CH3:10])(=[O:7])[C:2]([O:4]CC)=O.[CH2:11]([Mg]Br)[CH3:12].C(=O)=O.CC(C)=O. The catalyst is CCOCC. The product is [O:4]=[C:2]([CH2:11][CH3:12])[C:1]([O:8][CH2:9][CH3:10])=[O:7]. The yield is 0.860. (8) The reactants are [Cl:1][C:2]1[CH:3]=[C:4]([C:9]2([CH2:15][CH2:16][OH:17])[O:14][CH2:13][CH2:12][NH:11][CH2:10]2)[CH:5]=[CH:6][C:7]=1[Cl:8].C(N(CC)CC)C.[CH3:25][O:26][C:27]1[CH:28]=[C:29]([CH:33]=[C:34]([O:38][CH3:39])[C:35]=1[O:36][CH3:37])[C:30](Cl)=[O:31].CN(C1C=CC=CN=1)C.[N+:49]([C:52]1[CH:57]=[CH:56][C:55]([S:58](Cl)(=[O:60])=[O:59])=[CH:54][CH:53]=1)([O-:51])=[O:50].Cl. The catalyst is C(Cl)Cl.O. The product is [N+:49]([C:52]1[CH:53]=[CH:54][C:55]([S:58]([O:17][CH2:16][CH2:15][C:9]2([C:4]3[CH:5]=[CH:6][C:7]([Cl:8])=[C:2]([Cl:1])[CH:3]=3)[O:14][CH2:13][CH2:12][N:11]([C:30](=[O:31])[C:29]3[CH:28]=[C:27]([O:26][CH3:25])[C:35]([O:36][CH3:37])=[C:34]([O:38][CH3:39])[CH:33]=3)[CH2:10]2)(=[O:60])=[O:59])=[CH:56][CH:57]=1)([O-:51])=[O:50]. The yield is 0.949.